This data is from Drug-target binding data from BindingDB using Ki measurements. The task is: Regression. Given a target protein amino acid sequence and a drug SMILES string, predict the binding affinity score between them. We predict pKi (pKi = -log10(Ki in M); higher means stronger inhibition). Dataset: bindingdb_ki. (1) The drug is CC[C@H](OP(=O)(O)O)[C@H]1OC(n2cnc3c(N)ncnc32)[C@H](O)[C@@H]1O. The target protein (P29411) has sequence MGASGRLLRAVIMGAPGSGKGTGSSRITKHFELKHLSSGDLLRQNMLQGTEIAVLAKSFIDQGKLIPDDDMTRLALHELKNLTQCSWLLDGFPRTLPQAEALDRVYQIDTVINLNVPFEVIKLRLTARWIHPASGRVYNIEFNPPKTVGIDDLTGEPLIQREDDKPETVIKRLKAYEAQTEPVLQYYQKKGVLETFSGTETNKIRPHVYSFLQMKVPETIQKASVTP. The pKi is 2.6. (2) The compound is O=C(O)[C@H]1/C(=C/CO)O[C@@H]2CC(=O)N21. The target protein (P9WKD2) has sequence MRNRGFGRRELLVAMAMLVSVTGCARHASGARPASTTLPAGADLADRFAELERRYDARLGVYVPATGTTAAIEYRADERFAFCSTFKAPLVAAVLHQNPLTHLDKLITYTSDDIRSISPVAQQHVQTGMTIGQLCDAAIRYSDGTAANLLLADLGGPGGGTAAFTGYLRSLGDTVSRLDAEEPELNRDPPGDERDTTTPHAIALVLQQLVLGNALPPDKRALLTDWMARNTTGAKRIRAGFPADWKVIDKTGTGDYGRANDIAVVWSPTGVPYVVAVMSDRAGGGYDAEPREALLAEAATCVAGVLA. The pKi is 5.2. (3) The compound is CCC(C)[C@H](NC(=O)[C@@H]1CCCN1C(=O)[C@@H](N)Cc1ccc(O)cc1)C(=O)N[C@@H](CCCCN)C(=O)N1CCC[C@H]1C(=O)N[C@@H](CCC(=O)O)C(=O)N[C@@H](C)C(=O)N1CCC[C@H]1C(=O)NCC(=O)N[C@@H](CCC(=O)O)C(=O)N[C@@H](CC(=O)O)C(=O)N[C@@H](C)C(=O)N[C@@H](CO)C(=O)N1CCC[C@H]1C(=O)N[C@@H](CCC(=O)O)C(=O)N[C@@H](CCC(=O)O)C(=O)N[C@@H](CC(C)C)C(=O)N[C@@H](CC(N)=O)C(=O)N[C@@H](CCCN=C(N)N)C(=O)N[C@@H](Cc1ccc(O)cc1)C(=O)N[C@@H](Cc1ccc(O)cc1)C(=O)N[C@@H](C)C(=O)N[C@@H](CO)C(=O)N[C@@H](CC(C)C)C(=O)N[C@@H](CCCN=C(N)N)C(=O)N[C@@H](Cc1c[nH]cn1)C(=O)N[C@@H](Cc1ccc(O)cc1)C(=O)N[C@@H](CC(C)C)C(=O)N[C@@H](CC(N)=O)C(=O)N[C@@H](CC(C)C)C(=O)N[C@@H](CC(C)C)C(=O)N[C@H](C(=O)N[C@@H](CCCN=C(N)N)C(=O)N1CCC[C@H]1C(=O)N[C@@H](CCCN=C(N)N)C(=O)N[C@@H](Cc1ccc(O)cc1)C(=O)O)[C@@H](C)O. The target protein sequence is MDLGFKDYTNRTPTKNTSATTKNFSAWEDYKSSVDDIQYFLIGLYTLISLAGFVGNLLVLTALTKRKQKTIINILIGNLAFSDILVVLFCSPFTLTSVLLDRWMFGTVMCHIMPFLQCTSVLVSTLMLISIAAVRYRMVKYPLSSNLTAKHGYFLIVIIWAVGCAICSPLPVFHKIVDLHKTLNLEALENRLLCIESWPSDSYRIAFTISLLLMQYILPLVCLTASHTSVCRSVGSRLSSKEGKFQENEMINLTLHPSKSAGTEAQPSSHTSWSCALVRKHHRRYSKKTSTVMPAILRQQQDADFRDLPETSGTEKSQLSSSSKFIPGVPICFEMKPEENTEIQDMITVSQSIIRIKTRSRRVFCRLTVLILVFGFSWMPLHLFHIVTDFNATLISNRHFKLVYCICHLLGMMSCCLNPILYGFLNNSIKADLMSLIPCCQIL. The pKi is 9.4.